Dataset: Reaction yield outcomes from USPTO patents with 853,638 reactions. Task: Predict the reaction yield, written as a fraction of the theoretical maximum amount of product (1.0 means a 100% yield; for example, 0.34 means a 34% yield). (1) The reactants are [OH:1][C:2]1[CH:9]=[CH:8][C:7]([N+:10]([O-:12])=[O:11])=[CH:6][C:3]=1[CH:4]=[O:5].[CH:13](I)([CH3:15])[CH3:14].C(=O)([O-])[O-].[K+].[K+]. The catalyst is CN(C=O)C.C(OCC)(=O)C. The product is [CH:13]([O:1][C:2]1[CH:9]=[CH:8][C:7]([N+:10]([O-:12])=[O:11])=[CH:6][C:3]=1[CH:4]=[O:5])([CH3:15])[CH3:14]. The yield is 0.890. (2) The reactants are Br[C:2]1[C:8]([Cl:9])=[CH:7][C:5]([NH2:6])=[CH:4][C:3]=1[Cl:10].[CH3:11][O:12][C:13]1[CH:18]=[C:17](B(O)O)[CH:16]=[CH:15][N:14]=1.C(=O)([O-])[O-].[Na+].[Na+]. The yield is 0.650. The catalyst is C1C=CC(P(C2C=CC=CC=2)C2C=CC=CC=2)=CC=1.C1C=CC(P(C2C=CC=CC=2)C2C=CC=CC=2)=CC=1.Cl[Pd]Cl. The product is [Cl:10][C:3]1[CH:4]=[C:5]([CH:7]=[C:8]([Cl:9])[C:2]=1[C:17]1[CH:16]=[CH:15][N:14]=[C:13]([O:12][CH3:11])[CH:18]=1)[NH2:6].